Dataset: Full USPTO retrosynthesis dataset with 1.9M reactions from patents (1976-2016). Task: Predict the reactants needed to synthesize the given product. (1) Given the product [CH3:26][S:23]([C:20]1[CH:21]=[CH:22][C:17]([C:15](=[O:16])[CH2:14][N:7]2[C:8]3=[N:9][CH:10]=[CH:11][CH:12]=[C:13]3[C:5]([CH2:4][C:3]([OH:28])=[O:2])=[C:6]2[CH3:27])=[CH:18][CH:19]=1)(=[O:24])=[O:25], predict the reactants needed to synthesize it. The reactants are: C[O:2][C:3](=[O:28])[CH2:4][C:5]1[C:13]2[C:8](=[N:9][CH:10]=[CH:11][CH:12]=2)[N:7]([CH2:14][C:15]([C:17]2[CH:22]=[CH:21][C:20]([S:23]([CH3:26])(=[O:25])=[O:24])=[CH:19][CH:18]=2)=[O:16])[C:6]=1[CH3:27].[OH-].[Na+]. (2) Given the product [CH2:1]([N:3]1[CH2:4][CH2:5][N:6]([C:9]2[CH:14]=[CH:13][C:12]([NH2:15])=[N:11][CH:10]=2)[CH2:7][CH2:8]1)[CH3:2], predict the reactants needed to synthesize it. The reactants are: [CH2:1]([N:3]1[CH2:8][CH2:7][N:6]([C:9]2[CH:10]=[N:11][C:12]([N+:15]([O-])=O)=[CH:13][CH:14]=2)[CH2:5][CH2:4]1)[CH3:2].C(O)C.